Dataset: Reaction yield outcomes from USPTO patents with 853,638 reactions. Task: Predict the reaction yield, written as a fraction of the theoretical maximum amount of product (1.0 means a 100% yield; for example, 0.34 means a 34% yield). (1) The reactants are [Cl:1][C:2]1[C:3]([O:12][C:13]2[CH:18]=[C:17]([OH:19])[CH:16]=[CH:15][C:14]=2/[CH:20]=[CH:21]/[C:22]([O:24][CH2:25][CH3:26])=[O:23])=[N:4][CH:5]=[C:6]([C:8]([F:11])([F:10])[F:9])[CH:7]=1. The catalyst is [Pt](=O)=O.C(O)C.O1CCCC1. The product is [Cl:1][C:2]1[C:3]([O:12][C:13]2[CH:18]=[C:17]([OH:19])[CH:16]=[CH:15][C:14]=2[CH2:20][CH2:21][C:22]([O:24][CH2:25][CH3:26])=[O:23])=[N:4][CH:5]=[C:6]([C:8]([F:10])([F:9])[F:11])[CH:7]=1. The yield is 0.940. (2) The reactants are C(O[C:6]([N:8]1[CH2:13][CH2:12][N:11]([C:14]2[C:18]3[CH:19]=[CH:20][CH:21]=[CH:22][C:17]=3[O:16][N:15]=2)[CH2:10][CH2:9]1)=O)(C)(C)C.FC(F)(F)C(O)=O.[O:30]1C[CH:31]1[CH2:33][N:34]1[C:42]2[CH2:41][CH2:40][N:39]([C:43](=[O:45])[CH3:44])[CH2:38][C:37]=2[C:36]([C:46]2[CH:51]=[CH:50][C:49]([C:52]([F:55])([F:54])[F:53])=[CH:48][CH:47]=2)=[N:35]1. The catalyst is C(Cl)Cl. The product is [O:16]1[C:17]2[CH:22]=[CH:21][CH:20]=[CH:19][C:18]=2[C:14]([N:11]2[CH2:10][CH2:9][N:8]([CH2:6][CH:31]([OH:30])[CH2:33][N:34]3[C:42]4[CH2:41][CH2:40][N:39]([C:43](=[O:45])[CH3:44])[CH2:38][C:37]=4[C:36]([C:46]4[CH:51]=[CH:50][C:49]([C:52]([F:55])([F:54])[F:53])=[CH:48][CH:47]=4)=[N:35]3)[CH2:13][CH2:12]2)=[N:15]1. The yield is 0.680. (3) The reactants are [NH2:1][C:2]1[N:7]=[C:6]([NH:8][C:9]2[CH:27]=[CH:26][C:12]([CH2:13][O:14][C:15](=[O:25])[CH2:16][NH:17]C(OC(C)(C)C)=O)=[CH:11][CH:10]=2)[CH:5]=[C:4]([C:28]2[CH:33]=[C:32]([Cl:34])[CH:31]=[CH:30][C:29]=2[O:35][CH2:36][CH3:37])[N:3]=1.Cl. The catalyst is C(OCC)(=O)C.O1CCOCC1. The product is [NH2:1][C:2]1[N:7]=[C:6]([NH:8][C:9]2[CH:10]=[CH:11][C:12]([CH2:13][O:14][C:15](=[O:25])[CH2:16][NH2:17])=[CH:26][CH:27]=2)[CH:5]=[C:4]([C:28]2[CH:33]=[C:32]([Cl:34])[CH:31]=[CH:30][C:29]=2[O:35][CH2:36][CH3:37])[N:3]=1. The yield is 0.480.